This data is from CYP2D6 inhibition data for predicting drug metabolism from PubChem BioAssay. The task is: Regression/Classification. Given a drug SMILES string, predict its absorption, distribution, metabolism, or excretion properties. Task type varies by dataset: regression for continuous measurements (e.g., permeability, clearance, half-life) or binary classification for categorical outcomes (e.g., BBB penetration, CYP inhibition). Dataset: cyp2d6_veith. The molecule is COCCn1c(=O)c(-c2cn(C)c3ccccc23)nc2cnc(Oc3cccc(Cl)c3)nc21. The result is 0 (non-inhibitor).